From a dataset of Forward reaction prediction with 1.9M reactions from USPTO patents (1976-2016). Predict the product of the given reaction. Given the reactants C([O:3][C:4](=[O:25])[CH:5]([C:13]1[CH:18]=[CH:17][C:16]([S:19]([CH:22]2[CH2:24][CH2:23]2)(=[O:21])=[O:20])=[CH:15][CH:14]=1)[O:6][CH:7]1[CH2:12][CH2:11][O:10][CH2:9][CH2:8]1)C.[OH-].[Li+].C1COCC1.CO, predict the reaction product. The product is: [CH:22]1([S:19]([C:16]2[CH:15]=[CH:14][C:13]([CH:5]([O:6][CH:7]3[CH2:8][CH2:9][O:10][CH2:11][CH2:12]3)[C:4]([OH:25])=[O:3])=[CH:18][CH:17]=2)(=[O:21])=[O:20])[CH2:24][CH2:23]1.